This data is from Catalyst prediction with 721,799 reactions and 888 catalyst types from USPTO. The task is: Predict which catalyst facilitates the given reaction. (1) Reactant: [H-].[Al+3].[Li+].[H-].[H-].[H-].[C:7]1([C:13]2[N:14]=[C:15]([C:18](OCC)=[O:19])[NH:16][CH:17]=2)[CH:12]=[CH:11][CH:10]=[CH:9][CH:8]=1.O. Product: [C:7]1([C:13]2[N:14]=[C:15]([CH2:18][OH:19])[NH:16][CH:17]=2)[CH:8]=[CH:9][CH:10]=[CH:11][CH:12]=1. The catalyst class is: 7. (2) The catalyst class is: 6. Reactant: CO[C:3]([C:5]1[C:6](=[O:38])[C:7]2[CH:12]=[N:11][C:10]([NH:13][C:14]3[CH:19]=[CH:18][C:17]([CH2:20][CH2:21][N:22]4[CH2:26][CH2:25][CH2:24][CH2:23]4)=[CH:16][CH:15]=3)=[N:9][C:8]=2[N:27]([C:29]2[CH:30]=[C:31]3[C:35](=[CH:36][CH:37]=2)[CH2:34][CH2:33][CH2:32]3)[CH:28]=1)=[O:4].Cl.[S:40]1[CH:44]=[CH:43][N:42]=[C:41]1[NH2:45].CO. Product: [S:40]1[CH:44]=[CH:43][N:42]=[C:41]1[NH:45][C:3]([C:5]1[C:6](=[O:38])[C:7]2[CH:12]=[N:11][C:10]([NH:13][C:14]3[CH:15]=[CH:16][C:17]([CH2:20][CH2:21][N:22]4[CH2:23][CH2:24][CH2:25][CH2:26]4)=[CH:18][CH:19]=3)=[N:9][C:8]=2[N:27]([C:29]2[CH:30]=[C:31]3[C:35](=[CH:36][CH:37]=2)[CH2:34][CH2:33][CH2:32]3)[CH:28]=1)=[O:4]. (3) Reactant: [CH3:1][NH:2][CH:3]1[C:19]2[C:12](=[CH:13][CH:14]=[C:15]([S:20][CH3:21])[C:16]([CH:18]=2)=[O:17])[C:11]2[C:6](=[CH:7][C:8]([O:26][CH3:27])=[C:9]([O:24][CH3:25])[C:10]=2[O:22][CH3:23])[CH2:5][CH2:4]1.N1C=CC=CC=1.[Cl:34][CH2:35][C:36]1[CH:37]=[C:38]([CH:42]=[CH:43][CH:44]=1)[C:39](Cl)=[O:40].O. Product: [Cl:34][CH2:35][C:36]1[CH:37]=[C:38]([CH:42]=[CH:43][CH:44]=1)[C:39]([N:2]([CH3:1])[C@@H:3]1[C:19]2[C:12](=[CH:13][CH:14]=[C:15]([S:20][CH3:21])[C:16](=[O:17])[CH:18]=2)[C:11]2[C:10]([O:22][CH3:23])=[C:9]([O:24][CH3:25])[C:8]([O:26][CH3:27])=[CH:7][C:6]=2[CH2:5][CH2:4]1)=[O:40]. The catalyst class is: 4. (4) Reactant: CS(O[C@H:6]([C:16]1[CH:17]=[N:18][C:19]([CH:22]([F:24])[F:23])=[CH:20][CH:21]=1)[CH2:7][O:8][Si:9]([C:12]([CH3:15])([CH3:14])[CH3:13])([CH3:11])[CH3:10])(=O)=O.[N-:25]=[N+:26]=[N-:27].[Na+]. Product: [N:25]([C@@H:6]([C:16]1[CH:21]=[CH:20][C:19]([CH:22]([F:24])[F:23])=[N:18][CH:17]=1)[CH2:7][O:8][Si:9]([C:12]([CH3:15])([CH3:14])[CH3:13])([CH3:11])[CH3:10])=[N+:26]=[N-:27]. The catalyst class is: 3. (5) Reactant: [C:1]1([CH:7]([C:30]2[CH:35]=[CH:34][CH:33]=[CH:32][CH:31]=2)[N:8]2[C:16]3[C:11](=[CH:12][CH:13]=[CH:14][CH:15]=3)[C@:10]([C:19]3[C:27](O)=[CH:26][C:22]4[O:23][CH2:24][O:25][C:21]=4[CH:20]=3)([CH2:17][OH:18])[C:9]2=[O:29])[CH:6]=[CH:5][CH:4]=[CH:3][CH:2]=1.C1(P(C2C=CC=CC=2)C2C=CC=CN=2)C=CC=CC=1.CC(OC(/N=N/C(OC(C)(C)C)=O)=O)(C)C. Product: [C:1]1([CH:7]([C:30]2[CH:31]=[CH:32][CH:33]=[CH:34][CH:35]=2)[N:8]2[C:16]3[C:11](=[CH:12][CH:13]=[CH:14][CH:15]=3)[C@@:10]3([C:19]4=[CH:20][C:21]5[O:25][CH2:24][O:23][C:22]=5[CH:26]=[C:27]4[O:18][CH2:17]3)[C:9]2=[O:29])[CH:2]=[CH:3][CH:4]=[CH:5][CH:6]=1. The catalyst class is: 54. (6) Reactant: O[CH2:2][C:3]1[CH:19]=[CH:18][CH:17]=[CH:16][C:4]=1[CH2:5][C:6]1[CH:15]=[CH:14][C:9]([C:10]([O:12][CH3:13])=[O:11])=[CH:8][CH:7]=1.P(Br)(Br)[Br:21].C(=O)([O-])O.[Na+].O. Product: [Br:21][CH2:2][C:3]1[CH:19]=[CH:18][CH:17]=[CH:16][C:4]=1[CH2:5][C:6]1[CH:15]=[CH:14][C:9]([C:10]([O:12][CH3:13])=[O:11])=[CH:8][CH:7]=1. The catalyst class is: 4. (7) Reactant: [F:1][C:2]1[CH:3]=[C:4]2[C:8](=[CH:9][CH:10]=1)[N:7]([CH2:11][C@@H:12]([NH:18][C:19](=[O:35])[C@@H:20]([NH:25][C:26](=[O:34])[C:27]1[CH:32]=[CH:31][CH:30]=[C:29]([CH3:33])[CH:28]=1)[CH2:21][CH:22]([CH3:24])[CH3:23])[CH2:13][CH2:14]C(O)=O)[CH2:6][CH2:5]2.C1(P(N=[N+]=[N-])(C2C=CC=CC=2)=O)C=CC=CC=1.C([N:55](CC)CC)C.[N-:60]=[C:61]=[O:62].C(=O)(O)N.[N-]=[N+]=[N-]. Product: [F:1][C:2]1[CH:3]=[C:4]2[C:8](=[CH:9][CH:10]=1)[N:7]([CH2:11][C@@H:12]([NH:18][C:19]([C@@H:20]([NH:25][C:26](=[O:34])[C:27]1[CH:32]=[CH:31][CH:30]=[C:29]([CH3:33])[CH:28]=1)[CH2:21][CH:22]([CH3:23])[CH3:24])=[O:35])[CH2:13][CH2:14][NH:60][C:61]([NH2:55])=[O:62])[CH2:6][CH2:5]2. The catalyst class is: 218.